From a dataset of Reaction yield outcomes from USPTO patents with 853,638 reactions. Predict the reaction yield, written as a fraction of the theoretical maximum amount of product (1.0 means a 100% yield; for example, 0.34 means a 34% yield). The reactants are [ClH:1].[NH2:2][C:3]1[C:4]([O:27][CH2:28][CH3:29])=[CH:5][CH:6]=[C:7]2[C:12]=1[CH:11]=[N:10][CH:9]=[C:8]2[C:13]([C:15]1[CH:20]=[C:19]([O:21][CH3:22])[C:18]([O:23][CH3:24])=[C:17]([O:25][CH3:26])[CH:16]=1)=[O:14].[NH:30](C(OC(C)(C)C)=O)[C@H:31]([C:39](O)=[O:40])[CH2:32][C:33]1[CH:38]=[CH:37][CH:36]=[CH:35][CH:34]=1.CN1CCOCC1.CCN=C=NCCCN(C)C. The catalyst is C(Cl)Cl. The product is [ClH:1].[ClH:1].[NH2:30][C@@H:31]([CH2:32][C:33]1[CH:38]=[CH:37][CH:36]=[CH:35][CH:34]=1)[C:39]([NH:2][C:3]1[C:4]([O:27][CH2:28][CH3:29])=[CH:5][CH:6]=[C:7]2[C:12]=1[CH:11]=[N:10][CH:9]=[C:8]2[C:13](=[O:14])[C:15]1[CH:20]=[C:19]([O:21][CH3:22])[C:18]([O:23][CH3:24])=[C:17]([O:25][CH3:26])[CH:16]=1)=[O:40]. The yield is 0.0800.